Task: Predict which catalyst facilitates the given reaction.. Dataset: Catalyst prediction with 721,799 reactions and 888 catalyst types from USPTO (1) Reactant: Br[C:2]1[CH:3]=[C:4]([N:13]([CH:15]2[CH2:19][CH2:18][CH2:17][CH2:16]2)[CH3:14])[C:5]([CH3:12])=[C:6]([CH:11]=1)[C:7]([O:9][CH3:10])=[O:8].[N:20]1([C:26]([O:28][C:29]([CH3:32])([CH3:31])[CH3:30])=[O:27])[CH2:25][CH2:24][NH:23][CH2:22][CH2:21]1.C([O-])([O-])=O.[Cs+].[Cs+]. Product: [CH:15]1([N:13]([CH3:14])[C:4]2[CH:3]=[C:2]([N:23]3[CH2:22][CH2:21][N:20]([C:26]([O:28][C:29]([CH3:32])([CH3:31])[CH3:30])=[O:27])[CH2:25][CH2:24]3)[CH:11]=[C:6]([C:7]([O:9][CH3:10])=[O:8])[C:5]=2[CH3:12])[CH2:19][CH2:18][CH2:17][CH2:16]1. The catalyst class is: 733. (2) Reactant: [CH:1]1([C:7]2[C:8]3[S:20][C:19]([C:21]([O:23][CH3:24])=[O:22])=[CH:18][C:9]=3[NH:10][C:11]=2[C:12]2[CH:17]=[CH:16][CH:15]=[CH:14][CH:13]=2)[CH2:6][CH2:5][CH2:4][CH2:3][CH2:2]1.[H-].[Na+].Cl[CH2:28][CH2:29][N:30]1[CH2:34][CH2:33][CH2:32][CH2:31]1. Product: [CH:1]1([C:7]2[C:8]3[S:20][C:19]([C:21]([O:23][CH3:24])=[O:22])=[CH:18][C:9]=3[N:10]([CH2:28][CH2:29][N:30]3[CH2:34][CH2:33][CH2:32][CH2:31]3)[C:11]=2[C:12]2[CH:13]=[CH:14][CH:15]=[CH:16][CH:17]=2)[CH2:2][CH2:3][CH2:4][CH2:5][CH2:6]1. The catalyst class is: 3. (3) Reactant: [Cl:1][C:2]1[CH:3]=[C:4]([C:12]2[N:16]=[C:15]([C:17]3[CH:22]=[CH:21][C:20]([O:23][CH2:24][C@@H:25]4[CH2:29][O:28]C(C)(C)[O:26]4)=[CH:19][CH:18]=3)[O:14][N:13]=2)[CH:5]=[CH:6][C:7]=1[O:8][CH:9]([CH3:11])[CH3:10].Cl.[OH-].[Na+]. Product: [Cl:1][C:2]1[CH:3]=[C:4]([C:12]2[N:16]=[C:15]([C:17]3[CH:22]=[CH:21][C:20]([O:23][CH2:24][C@@H:25]([OH:26])[CH2:29][OH:28])=[CH:19][CH:18]=3)[O:14][N:13]=2)[CH:5]=[CH:6][C:7]=1[O:8][CH:9]([CH3:10])[CH3:11]. The catalyst class is: 1. (4) Reactant: [CH2:1]([NH2:6])[CH2:2][CH:3]([CH3:5])[CH3:4].ClC1C=CC=CC=1C[N:11]1[C:15]([CH3:16])=[C:14]([CH3:17])[N:13]=[C:12]1[CH2:18]Cl.C(=O)([O-])[O-].[K+].[K+]. Product: [CH3:16][C:15]1[N:11]=[C:12]([CH2:18][NH:6][CH2:1][CH2:2][CH:3]([CH3:5])[CH3:4])[NH:13][C:14]=1[CH3:17]. The catalyst class is: 10. (5) Reactant: [C@H]1(N)CC[C@H](N)CC1.C(OC(OC(C)(C)C)=O)(OC(C)(C)C)=O.O.[C:25]([O:29][C:30](=[O:46])[NH:31][C@H:32]1[CH2:37][CH2:36][C@H:35]([NH:38][C:39]([O:41][C:42]([CH3:45])([CH3:44])[CH3:43])=[O:40])[CH2:34][CH2:33]1)([CH3:28])([CH3:27])[CH3:26]. Product: [C:25]([O:29][C:30](=[O:46])[NH:31][C@H:32]1[CH2:37][CH2:36][C@@H:35]([NH:38][C:39]([O:41][C:42]([CH3:45])([CH3:44])[CH3:43])=[O:40])[CH2:34][CH2:33]1)([CH3:28])([CH3:27])[CH3:26]. The catalyst class is: 643. (6) Reactant: [H-].[Na+].[CH2:3]([P:12](=[O:19])([O:16][CH2:17][CH3:18])[O:13][CH2:14][CH3:15])P(=O)(OCC)OCC.[N:20]1[CH:25]=[CH:24][CH:23]=[C:22]([CH:26]=O)[CH:21]=1. Product: [N:20]1[CH:25]=[CH:24][CH:23]=[C:22]([CH2:26][CH2:3][P:12](=[O:19])([O:13][CH2:14][CH3:15])[O:16][CH2:17][CH3:18])[CH:21]=1. The catalyst class is: 1. (7) The catalyst class is: 9. Product: [CH2:1]([O:3][C:4](=[O:13])[C:5]1[CH:10]=[C:9]([I:14])[C:8]([NH2:11])=[N:7][C:6]=1[NH2:12])[CH3:2]. Reactant: [CH2:1]([O:3][C:4](=[O:13])[C:5]1[CH:10]=[CH:9][C:8]([NH2:11])=[N:7][C:6]=1[NH2:12])[CH3:2].[I:14]N1C(=O)CCC1=O.O.O.O.O.O.S([O-])([O-])(=O)=S.[Na+].[Na+]. (8) Reactant: NN.[Cl:3][C:4]1[C:5]2[S:12][C:11]([C:13]3[CH:18]=[CH:17][CH:16]=[CH:15][C:14]=3[O:19][CH2:20][CH3:21])=[C:10]([C:22]#[N:23])[C:6]=2[N:7]=[CH:8][N:9]=1.[OH2:24].NN. Product: [Cl:3][C:4]1[C:5]2[S:12][C:11]([C:13]3[CH:18]=[CH:17][CH:16]=[CH:15][C:14]=3[O:19][CH2:20][CH3:21])=[C:10]([CH:22]=[N:23][OH:24])[C:6]=2[N:7]=[CH:8][N:9]=1. The catalyst class is: 8. (9) Reactant: [CH3:1][NH:2][C:3]([C:5]1[CH:9]=[C:8]([CH2:10][O:11][C:12]([NH:14][CH2:15][CH:16]2[CH2:20][CH2:19][N:18](C(OC(C)(C)C)=O)[CH2:17]2)=[O:13])[O:7][N:6]=1)=[O:4].[ClH:28]. Product: [ClH:28].[NH:18]1[CH2:19][CH2:20][CH:16]([CH2:15][NH:14][C:12](=[O:13])[O:11][CH2:10][C:8]2[O:7][N:6]=[C:5]([C:3](=[O:4])[NH:2][CH3:1])[CH:9]=2)[CH2:17]1. The catalyst class is: 12. (10) Reactant: [OH:1][C:2]1[C:3]([CH3:15])=[C:4]([CH:9]=[CH:10][C:11]=1[CH:12]=CC)[C:5]([O:7][CH3:8])=[O:6].I([O-])(=O)(=O)=[O:17].[Na+].C(O)(C)(C)C. Product: [CH:12]([C:11]1[CH:10]=[CH:9][C:4]([C:5]([O:7][CH3:8])=[O:6])=[C:3]([CH3:15])[C:2]=1[OH:1])=[O:17]. The catalyst class is: 785.